Dataset: Catalyst prediction with 721,799 reactions and 888 catalyst types from USPTO. Task: Predict which catalyst facilitates the given reaction. (1) Reactant: [NH2:1][C:2]1[C:3]([Cl:12])=[C:4]([C:8]([Cl:11])=[CH:9][CH:10]=1)[C:5]([OH:7])=[O:6].C(N(CC)CC)C.[F:20][CH2:21][CH2:22][CH2:23][S:24](Cl)(=[O:26])=[O:25].O. Product: [Cl:12][C:3]1[C:2]([NH:1][S:24]([CH2:23][CH2:22][CH2:21][F:20])(=[O:26])=[O:25])=[CH:10][CH:9]=[C:8]([Cl:11])[C:4]=1[C:5]([OH:7])=[O:6]. The catalyst class is: 217. (2) Reactant: [C:1]([N:4]1[C:13]2[C:12]3=[N:14][C:15]([CH3:17])=[CH:16][N:11]3[CH:10]=[CH:9][C:8]=2[C@@H:7]([O:18][C:19](=[O:24])[C:20]([CH3:23])([CH3:22])[CH3:21])[C@H:6]([O:25][CH2:26][CH2:27][O:28][CH3:29])[C@H:5]1[C:30]1[CH:35]=[CH:34][CH:33]=[CH:32][CH:31]=1)(=[O:3])[CH3:2].C1C(=O)N([Br:43])C(=O)C1. Product: [C:1]([N:4]1[C:13]2[C:12]3=[N:14][C:15]([CH3:17])=[C:16]([Br:43])[N:11]3[CH:10]=[CH:9][C:8]=2[C@@H:7]([O:18][C:19](=[O:24])[C:20]([CH3:23])([CH3:22])[CH3:21])[C@H:6]([O:25][CH2:26][CH2:27][O:28][CH3:29])[C@H:5]1[C:30]1[CH:31]=[CH:32][CH:33]=[CH:34][CH:35]=1)(=[O:3])[CH3:2]. The catalyst class is: 8. (3) Reactant: [CH3:1][O:2][C:3]1[CH:8]=[CH:7][C:6]([S:9](Cl)(=[O:11])=[O:10])=[CH:5][CH:4]=1.C(N(C(C)C)CC)(C)C.Cl.[CH2:23]([O:30][NH2:31])[C:24]1[CH:29]=[CH:28][CH:27]=[CH:26][CH:25]=1.S(Cl)(Cl)(=O)=O. Product: [CH2:23]([O:30][NH:31][S:9]([C:6]1[CH:7]=[CH:8][C:3]([O:2][CH3:1])=[CH:4][CH:5]=1)(=[O:11])=[O:10])[C:24]1[CH:29]=[CH:28][CH:27]=[CH:26][CH:25]=1. The catalyst class is: 1. (4) Reactant: [CH3:1][O:2][C:3]1[CH:8]=[CH:7][C:6]([N+:9]([O-])=O)=[CH:5][C:4]=1[C:12]1[N:16]([CH3:17])[N:15]=[CH:14][CH:13]=1.O.O.Cl[Sn]Cl. Product: [CH3:1][O:2][C:3]1[CH:8]=[CH:7][C:6]([NH2:9])=[CH:5][C:4]=1[C:12]1[N:16]([CH3:17])[N:15]=[CH:14][CH:13]=1. The catalyst class is: 14. (5) Reactant: C[O:2][CH2:3][C@H:4]([CH3:35])[O:5][C:6]1[CH:7]=[C:8]([C:23]2[NH:27][C:26]([C:28]3[O:29][C@@H:30]([CH2:33][OH:34])[CH2:31][N:32]=3)=[CH:25][CH:24]=2)[CH:9]=[C:10]([O:12][C:13]2[CH:18]=[N:17][C:16]([S:19]([CH3:22])(=[O:21])=[O:20])=[CH:15][N:14]=2)[CH:11]=1.B(Br)(Br)Br.C(=O)([O-])O.[Na+]. Product: [OH:34][CH2:33][C@@H:30]1[O:29][C:28]([C:26]2[NH:27][C:23]([C:8]3[CH:7]=[C:6]([CH:11]=[C:10]([O:12][C:13]4[CH:18]=[N:17][C:16]([S:19]([CH3:22])(=[O:21])=[O:20])=[CH:15][N:14]=4)[CH:9]=3)[O:5][C@@H:4]([CH3:35])[CH2:3][OH:2])=[CH:24][CH:25]=2)=[N:32][CH2:31]1. The catalyst class is: 2. (6) Reactant: [F:1][C:2]1[CH:23]=[CH:22][CH:21]=[C:20]([F:24])[C:3]=1[CH2:4][O:5][C:6]1[C:7]2[N:8]([C:12]([C:15]([O:17]CC)=[O:16])=[CH:13][N:14]=2)[CH:9]=[CH:10][CH:11]=1.[OH-].[Li+].Cl. Product: [F:1][C:2]1[CH:23]=[CH:22][CH:21]=[C:20]([F:24])[C:3]=1[CH2:4][O:5][C:6]1[C:7]2[N:8]([C:12]([C:15]([OH:17])=[O:16])=[CH:13][N:14]=2)[CH:9]=[CH:10][CH:11]=1. The catalyst class is: 111. (7) Reactant: C(OC(=O)C[C:6]1[C:15]([C:16]([OH:18])=[O:17])=[N:14][C:13]2[C:8](=[CH:9][CH:10]=[CH:11][CH:12]=2)[N:7]=1)C.O=P(Cl)(Cl)[Cl:22].CN(C=O)C. Product: [Cl:22][C:6]1[C:15]([C:16]([OH:18])=[O:17])=[N:14][C:13]2[C:8]([N:7]=1)=[CH:9][CH:10]=[CH:11][CH:12]=2. The catalyst class is: 4. (8) Reactant: Br[C:2]1[CH:18]=[CH:17][C:5]([O:6][Si:7]([CH:14]([CH3:16])[CH3:15])([CH:11]([CH3:13])[CH3:12])[CH:8]([CH3:10])[CH3:9])=[CH:4][C:3]=1[O:19][C@@H:20]([C:24]1[CH:29]=[CH:28][CH:27]=[CH:26][CH:25]=1)[CH2:21][CH2:22]Cl.C([Li])CCC.CCCCCC. Product: [CH:8]([Si:7]([CH:14]([CH3:16])[CH3:15])([CH:11]([CH3:13])[CH3:12])[O:6][C:5]1[CH:4]=[C:3]2[C:2]([CH2:22][CH2:21][C@H:20]([C:24]3[CH:29]=[CH:28][CH:27]=[CH:26][CH:25]=3)[O:19]2)=[CH:18][CH:17]=1)([CH3:10])[CH3:9]. The catalyst class is: 1.